This data is from Catalyst prediction with 721,799 reactions and 888 catalyst types from USPTO. The task is: Predict which catalyst facilitates the given reaction. (1) Reactant: [Cl:1][C:2]1[N:6]2[C:7]3[CH:31]=[CH:30][C:29]([Cl:32])=[CH:28][C:8]=3[C@@H:9]([C:18]3[CH:23]=[CH:22][CH:21]=[C:20]([O:24][CH3:25])[C:19]=3[O:26][CH3:27])[S:10][C@H:11]([CH2:12][C:13](OCC)=[O:14])[C:5]2=[N:4][C:3]=1[Cl:33].O.[BH4-].[Na+].C(OCC)(=O)C. Product: [Cl:1][C:2]1[N:6]2[C:7]3[CH:31]=[CH:30][C:29]([Cl:32])=[CH:28][C:8]=3[C@@H:9]([C:18]3[CH:23]=[CH:22][CH:21]=[C:20]([O:24][CH3:25])[C:19]=3[O:26][CH3:27])[S:10][C@H:11]([CH2:12][CH2:13][OH:14])[C:5]2=[N:4][C:3]=1[Cl:33]. The catalyst class is: 7. (2) Reactant: [NH2:1][C:2]1[CH:7]=[CH:6][C:5]([NH:8][C:9](=[O:18])[C:10]2[CH:15]=[C:14]([Cl:16])[CH:13]=[CH:12][C:11]=2[OH:17])=[C:4]([Cl:19])[CH:3]=1.CCN(CC)CC.[CH3:27][S:28](Cl)(=[O:30])=[O:29]. Product: [Cl:16][C:14]1[CH:13]=[CH:12][C:11]([OH:17])=[C:10]([CH:15]=1)[C:9]([NH:8][C:5]1[CH:6]=[CH:7][C:2]([NH:1][S:28]([CH3:27])(=[O:30])=[O:29])=[CH:3][C:4]=1[Cl:19])=[O:18]. The catalyst class is: 21. (3) Reactant: [CH3:1][C:2]1[N:6]([CH:7]2[CH2:12][CH2:11][CH2:10][CH2:9][O:8]2)[N:5]=[C:4]([NH:13]C(=O)C)[CH:3]=1.[OH-].[K+]. Product: [CH3:1][C:2]1[N:6]([CH:7]2[CH2:12][CH2:11][CH2:10][CH2:9][O:8]2)[N:5]=[C:4]([NH2:13])[CH:3]=1. The catalyst class is: 88. (4) Reactant: [Cl:1][C:2]1[N:7]=[C:6]([NH:8][C:9]2[CH:10]=[C:11]3[C:15](=[CH:16][CH:17]=2)[NH:14][N:13]=[CH:12]3)[CH:5]=[C:4](Cl)[N:3]=1.[CH3:19][N:20]1[CH2:25][CH2:24][NH:23][CH2:22][CH2:21]1. Product: [Cl:1][C:2]1[N:7]=[C:6]([NH:8][C:9]2[CH:10]=[C:11]3[C:15](=[CH:16][CH:17]=2)[NH:14][N:13]=[CH:12]3)[CH:5]=[C:4]([N:23]2[CH2:24][CH2:25][N:20]([CH3:19])[CH2:21][CH2:22]2)[N:3]=1. The catalyst class is: 5. (5) The catalyst class is: 6. Product: [C:16]1([CH2:22][O:23][CH2:24][CH:25]([O:3][CH2:4][CH2:5][CH2:6][CH2:7][CH2:8][OH:9])[CH3:26])[CH:21]=[CH:20][CH:19]=[CH:18][CH:17]=1. Reactant: [OH-].[K+].[OH:3][CH2:4][CH2:5][CH2:6][CH2:7][CH2:8][OH:9].O1CCOCC1.[C:16]1([CH2:22][O:23][CH2:24][CH:25](OS(C2C=CC(C)=CC=2)(=O)=O)[CH3:26])[CH:21]=[CH:20][CH:19]=[CH:18][CH:17]=1.